From a dataset of Full USPTO retrosynthesis dataset with 1.9M reactions from patents (1976-2016). Predict the reactants needed to synthesize the given product. (1) Given the product [CH2:1]([O:3][C@H:4]1[CH2:8][NH:7][CH:6]([CH2:19][OH:20])[CH2:5]1)[CH3:2], predict the reactants needed to synthesize it. The reactants are: [CH2:1]([O:3][C@H:4]1[CH2:8][N:7](C(OCC2C=CC=CC=2)=O)[CH:6]([CH2:19][OH:20])[CH2:5]1)[CH3:2].[H][H]. (2) Given the product [CH2:1]([O:3][C:4]([CH:6]1[CH2:11][CH2:10][C:9]2([O:15][CH2:14][CH2:13][O:12]2)[CH2:8][CH2:7]1)=[O:5])[CH3:2], predict the reactants needed to synthesize it. The reactants are: [CH2:1]([O:3][C:4]([CH:6]1[CH2:11][CH2:10][C:9](=[O:12])[CH2:8][CH2:7]1)=[O:5])[CH3:2].[CH2:13](O)[CH2:14][OH:15].CC1C=CC(S(O)(=O)=O)=CC=1.